From a dataset of Forward reaction prediction with 1.9M reactions from USPTO patents (1976-2016). Predict the product of the given reaction. (1) Given the reactants [C:1]([NH:8][C:9]([NH2:11])=[S:10])([O:3][C:4]([CH3:7])([CH3:6])[CH3:5])=[O:2].[Cl:12][CH2:13][C:14]([CH2:16]Cl)=O.C([O-])(O)=O.[Na+].CCOC(C)=O.CCCCCCC, predict the reaction product. The product is: [C:1]([NH:8][C:9]1[S:10][CH:16]=[C:14]([CH2:13][Cl:12])[N:11]=1)([O:3][C:4]([CH3:6])([CH3:7])[CH3:5])=[O:2]. (2) Given the reactants [N+:1]([C:4]1[CH:5]=[C:6]([CH:12]=[CH:13][C:14]=1[N:15]1[CH:19]=[CH:18][CH:17]=[CH:16]1)[C:7]([O:9][CH2:10][CH3:11])=[O:8])([O-])=O.[BH4-].[Na+], predict the reaction product. The product is: [NH2:1][C:4]1[CH:5]=[C:6]([CH:12]=[CH:13][C:14]=1[N:15]1[CH:19]=[CH:18][CH:17]=[CH:16]1)[C:7]([O:9][CH2:10][CH3:11])=[O:8]. (3) Given the reactants [CH3:1][C:2]1[N:7]=[CH:6][C:5]([O:8][CH:9]2[CH2:12][N:11]([C:13]([CH:15]3[CH2:21][CH2:20][CH2:19][N:18]([C:22](OCC4C=CC=CC=4)=O)[CH2:17][CH2:16]3)=[O:14])[CH2:10]2)=[CH:4][CH:3]=1.[C:32]1(=O)[CH2:35]C[CH2:33]1, predict the reaction product. The product is: [CH:22]1([N:18]2[CH2:19][CH2:20][CH2:21][CH:15]([C:13]([N:11]3[CH2:10][CH:9]([O:8][C:5]4[CH:6]=[N:7][C:2]([CH3:1])=[CH:3][CH:4]=4)[CH2:12]3)=[O:14])[CH2:16][CH2:17]2)[CH2:35][CH2:32][CH2:33]1. (4) Given the reactants [CH3:1][N:2]1[C:6]([C:7]([NH2:9])=[O:8])=[C:5]([N+:10]([O-])=O)[CH:4]=[N:3]1, predict the reaction product. The product is: [NH2:10][C:5]1[CH:4]=[N:3][N:2]([CH3:1])[C:6]=1[C:7]([NH2:9])=[O:8]. (5) Given the reactants C([O:8][N:9]1[C:15](=[O:16])[N:14]2[CH2:17][C@H:10]1[CH2:11][CH2:12][C@H:13]2[C:18]([NH:20][NH:21][C:22](=[O:26])[CH2:23][O:24][CH3:25])=[O:19])C1C=CC=CC=1, predict the reaction product. The product is: [OH:8][N:9]1[C:15](=[O:16])[N:14]2[CH2:17][C@H:10]1[CH2:11][CH2:12][C@H:13]2[C:18]([NH:20][NH:21][C:22](=[O:26])[CH2:23][O:24][CH3:25])=[O:19]. (6) Given the reactants [CH3:1][C:2]1[CH:11]=[CH:10][C:9]2[C:4](=[CH:5][CH:6]=[CH:7][C:8]=2[CH:12]2[CH2:17][CH2:16][N:15]([CH2:18][CH2:19][C:20]3[CH:29]=[CH:28][CH:27]=[C:26]4[C:21]=3[CH2:22][CH2:23][C:24]3[N:25]4[CH:30]=[N:31][C:32]=3[C:33](OCC)=O)[CH2:14][CH2:13]2)[N:3]=1.[OH-:38].[K+].[ClH:40].Cl.CC1C=CC2C(=CC=CC=2N2CCN(CCC3C4OCC5=C(C(N)=O)N=CN5C=4C=CC=3)CC2)[N:44]=1.Cl, predict the reaction product. The product is: [ClH:40].[ClH:40].[CH3:1][C:2]1[CH:11]=[CH:10][C:9]2[C:4](=[CH:5][CH:6]=[CH:7][C:8]=2[CH:12]2[CH2:17][CH2:16][N:15]([CH2:18][CH2:19][C:20]3[CH:29]=[CH:28][CH:27]=[C:26]4[C:21]=3[CH2:22][CH2:23][C:24]3[N:25]4[CH:30]=[N:31][C:32]=3[C:33]([NH2:44])=[O:38])[CH2:14][CH2:13]2)[N:3]=1. (7) Given the reactants COP([CH2:7][C:8](=[O:16])[C:9]([F:15])([F:14])[CH2:10][CH2:11][CH2:12][CH3:13])(=O)OC.[H-].[Na+].[C:19]([O:22][C@@H:23]1[C@H:27]([CH2:28][CH2:29][CH2:30][CH2:31][CH2:32][CH2:33][C:34]([O:36][CH3:37])=[O:35])[C@@H:26]([CH:38]=O)[C@H:25]([O:40][CH:41]2[CH2:46][CH2:45][CH2:44][CH2:43][O:42]2)[CH2:24]1)(=[O:21])[CH3:20], predict the reaction product. The product is: [C:19]([O:22][C@@H:23]1[C@H:27]([CH2:28][CH2:29][CH2:30][CH2:31][CH2:32][CH2:33][C:34]([O:36][CH3:37])=[O:35])[C@@H:26](/[CH:38]=[CH:7]/[C:8](=[O:16])[C:9]([F:14])([F:15])[CH2:10][CH2:11][CH2:12][CH3:13])[C@H:25]([O:40][CH:41]2[CH2:46][CH2:45][CH2:44][CH2:43][O:42]2)[CH2:24]1)(=[O:21])[CH3:20]. (8) Given the reactants [Cl-].[CH:2]1([CH2:6][NH2+:7][CH2:8][CH2:9]Cl)[CH2:5][CH2:4][CH2:3]1.[Cl:11][C:12]1([Cl:21])[CH:17]=[CH:16][CH:15]=[CH:14][CH:13]1[N:18]=[C:19]=[S:20], predict the reaction product. The product is: [Cl:11][C:12]1([Cl:21])[CH:17]=[CH:16][CH:15]=[CH:14][CH:13]1[N:18]=[C:19]1[N:7]([CH2:6][CH:2]2[CH2:3][CH2:4][CH2:5]2)[CH2:8][CH2:9][S:20]1. (9) The product is: [C:1]([O:5][C:6]([N:8]1[CH2:12][CH2:11][CH2:10][C@H:9]1[C:13](=[O:15])[NH:24][CH:18]1[CH2:17][CH2:16][CH2:21]1)=[O:7])([CH3:2])([CH3:3])[CH3:4]. Given the reactants [C:1]([O:5][C:6]([N:8]1[CH2:12][CH2:11][CH2:10][C@H:9]1[C:13]([OH:15])=O)=[O:7])([CH3:4])([CH3:3])[CH3:2].[CH:16]1[CH:21]=NC2N(O)N=[N:24][C:18]=2[CH:17]=1.C(Cl)CCl.C1(N)CCC1, predict the reaction product.